Task: Predict the reactants needed to synthesize the given product.. Dataset: Full USPTO retrosynthesis dataset with 1.9M reactions from patents (1976-2016) The reactants are: [Cl:1][C:2]1[CH:7]=[CH:6][N:5]=[C:4]([N:8]2[C:12]([CH3:13])=[C:11]([C:14]([OH:16])=[O:15])[CH:10]=[N:9]2)[CH:3]=1.CN([CH:20]=[C:21]([C:29](=O)C)[C:22](OC(C)(C)C)=O)C. Given the product [Cl:1][C:2]1[CH:7]=[CH:6][N:5]=[C:4]([N:8]2[C:12]([CH3:13])=[C:11]([C:14]([O:16][C:21]([CH3:29])([CH3:22])[CH3:20])=[O:15])[CH:10]=[N:9]2)[CH:3]=1, predict the reactants needed to synthesize it.